Dataset: Forward reaction prediction with 1.9M reactions from USPTO patents (1976-2016). Task: Predict the product of the given reaction. (1) Given the reactants [O:1]1[CH:5]=[CH:4][CH:3]=[C:2]1[C:6]([N:8]1[C:17]2[C:12](=[CH:13][CH:14]=[C:15](B3OC(C)(C)C(C)(C)O3)[CH:16]=2)[N:11]([C:27](=[O:29])[CH3:28])[C@@H:10]([CH3:30])[CH2:9]1)=[O:7].[N:31]1([C:36](Cl)=[O:37])[CH2:35][CH2:34][CH2:33][CH2:32]1.[F-].[Cs+], predict the reaction product. The product is: [O:1]1[CH:5]=[CH:4][CH:3]=[C:2]1[C:6]([N:8]1[C:17]2[C:12](=[CH:13][CH:14]=[C:15]([C:36]([N:31]3[CH2:35][CH2:34][CH2:33][CH2:32]3)=[O:37])[CH:16]=2)[N:11]([C:27](=[O:29])[CH3:28])[C@@H:10]([CH3:30])[CH2:9]1)=[O:7]. (2) Given the reactants [NH2:1][CH:2]([OH:23])[C@H:3]([CH3:22])[CH2:4][CH2:5][C:6]1[S:7][C:8]([C:11]#[C:12][CH2:13][CH2:14][CH2:15][C:16]2[CH:21]=[CH:20][CH:19]=[CH:18][CH:17]=2)=[CH:9][CH:10]=1.S(=O)(=O)(O)[OH:25].[OH-].[Na+], predict the reaction product. The product is: [NH2:1][CH:2]([OH:23])[C@H:3]([CH3:22])[CH2:4][CH2:5][C:6]1[S:7][C:8]([C:11](=[O:25])[CH2:12][CH2:13][CH2:14][CH2:15][C:16]2[CH:17]=[CH:18][CH:19]=[CH:20][CH:21]=2)=[CH:9][CH:10]=1. (3) Given the reactants [CH3:1][C:2]1[CH:7]=[C:6]([CH3:8])[N:5]=[C:4]([NH:9][CH:10]2[CH2:14][CH2:13][NH:12][CH2:11]2)[CH:3]=1.[F:15][C:16]([F:29])([F:28])[O:17][C:18]1[CH:23]=[CH:22][C:21]([CH2:24][C:25](O)=[O:26])=[CH:20][CH:19]=1, predict the reaction product. The product is: [CH3:1][C:2]1[CH:7]=[C:6]([CH3:8])[N:5]=[C:4]([NH:9][CH:10]2[CH2:14][CH2:13][N:12]([C:25](=[O:26])[CH2:24][C:21]3[CH:22]=[CH:23][C:18]([O:17][C:16]([F:28])([F:15])[F:29])=[CH:19][CH:20]=3)[CH2:11]2)[CH:3]=1. (4) Given the reactants [NH:1]1[C:9]2[C:4](=[CH:5][CH:6]=[C:7]([C:10]([O:12]C)=[O:11])[CH:8]=2)[CH:3]=[CH:2]1.[Li+].[OH-].Cl, predict the reaction product. The product is: [NH:1]1[C:9]2[C:4](=[CH:5][CH:6]=[C:7]([C:10]([OH:12])=[O:11])[CH:8]=2)[CH:3]=[CH:2]1. (5) Given the reactants C(=O)([O-])[O-].[Cs+].[Cs+].Br[C:8]1[CH:9]=[N:10][C:11]([Cl:14])=[N:12][CH:13]=1.[F:15][C:16]1[CH:21]=[CH:20][CH:19]=[CH:18][C:17]=1B(O)O, predict the reaction product. The product is: [Cl:14][C:11]1[N:10]=[CH:9][C:8]([C:17]2[CH:18]=[CH:19][CH:20]=[CH:21][C:16]=2[F:15])=[CH:13][N:12]=1. (6) Given the reactants C([Sn](CCCC)(CCCC)[C:6]1[N:10]2[CH:11]=[CH:12][C:13]([C:15]([F:18])([F:17])[F:16])=[N:14][C:9]2=[N:8][CH:7]=1)CCC.Br[C:28]1[CH:29]=[CH:30][C:31]([N:34]2[CH:38]=[CH:37][CH:36]=[CH:35]2)=[N:32][CH:33]=1, predict the reaction product. The product is: [N:34]1([C:31]2[CH:30]=[CH:29][C:28]([C:6]3[N:10]4[CH:11]=[CH:12][C:13]([C:15]([F:16])([F:17])[F:18])=[N:14][C:9]4=[N:8][CH:7]=3)=[CH:33][N:32]=2)[CH:38]=[CH:37][CH:36]=[CH:35]1. (7) Given the reactants [Cl:1][C:2]1[NH:3][C:4]2[C:9]([C:10]=1[CH:11]=[O:12])=[CH:8][CH:7]=[CH:6][CH:5]=2.[CH3:13][C:14]1[CH:19]=[CH:18][C:17](B(O)O)=[CH:16][C:15]=1[N+:23]([O-:25])=[O:24], predict the reaction product. The product is: [Cl:1][C:2]1[N:3]([C:17]2[CH:18]=[CH:19][C:14]([CH3:13])=[C:15]([N+:23]([O-:25])=[O:24])[CH:16]=2)[C:4]2[C:9]([C:10]=1[CH:11]=[O:12])=[CH:8][CH:7]=[CH:6][CH:5]=2. (8) Given the reactants [CH3:1][NH:2][NH2:3].[CH2:4]([N:8]1[C:12]([C:13](OCC)=[O:14])=[C:11]([CH:18]=O)[N:10]=[C:9]1[N:20]1[CH2:25][CH2:24][N:23]([C:26]([O:28][C:29]([CH3:32])([CH3:31])[CH3:30])=[O:27])[CH2:22][CH2:21]1)[C:5]#[C:6][CH3:7], predict the reaction product. The product is: [CH2:4]([N:8]1[C:12]2[C:13](=[O:14])[N:2]([CH3:1])[N:3]=[CH:18][C:11]=2[N:10]=[C:9]1[N:20]1[CH2:25][CH2:24][N:23]([C:26]([O:28][C:29]([CH3:32])([CH3:30])[CH3:31])=[O:27])[CH2:22][CH2:21]1)[C:5]#[C:6][CH3:7]. (9) Given the reactants [C:1]1(C)[CH:6]=[CH:5][CH:4]=[CH:3][C:2]=1[C:7]1[N:11]([CH:12]2[CH2:17][CH2:16][CH2:15][CH2:14][O:13]2)[N:10]=[C:9]([NH2:18])[CH:8]=1.[O:20]1[CH2:25][CH2:24][CH2:23][CH2:22][CH:21]1[N:26]1[C:30]([N+:31]([O-:33])=[O:32])=[CH:29][C:28]([C:34]([OH:36])=O)=[N:27]1.[I-].Cl[C:39]1C=CC=C[N+]=1C.CCN(C(C)C)C(C)C, predict the reaction product. The product is: [N+:31]([C:30]1[N:26]([CH:21]2[CH2:22][CH2:23][CH2:24][CH2:25][O:20]2)[N:27]=[C:28]([C:34]([NH:18][C:9]2[CH:8]=[C:7]([C:2]3[CH:1]=[CH:6][C:5]([CH3:39])=[CH:4][CH:3]=3)[N:11]([CH:12]3[CH2:17][CH2:16][CH2:15][CH2:14][O:13]3)[N:10]=2)=[O:36])[CH:29]=1)([O-:33])=[O:32].